This data is from Full USPTO retrosynthesis dataset with 1.9M reactions from patents (1976-2016). The task is: Predict the reactants needed to synthesize the given product. (1) Given the product [NH3:9].[Cl:1][C:2]1[CH:3]=[C:4]([NH:9][C:10]([N:12]2[CH2:17][CH2:16][N:15]([CH2:18][C@@H:19]3[CH2:24][CH2:23][CH2:22][N:21]([CH2:25][CH2:26][CH2:27][C:28]([O:30][CH3:31])=[O:29])[CH2:20]3)[CH2:14][CH2:13]2)=[O:11])[CH:5]=[CH:6][C:7]=1[Cl:8], predict the reactants needed to synthesize it. The reactants are: [Cl:1][C:2]1[CH:3]=[C:4]([NH:9][C:10]([N:12]2[CH2:17][CH2:16][N:15]([CH2:18][C@@H:19]3[CH2:24][CH2:23][CH2:22][N:21]([C:25](=O)[CH2:26][CH2:27][C:28]([O:30][CH3:31])=[O:29])[CH2:20]3)[CH2:14][CH2:13]2)=[O:11])[CH:5]=[CH:6][C:7]=1[Cl:8]. (2) Given the product [Br:1][C:2]1[C:3]([NH:16][CH:10]2[CH2:15][CH2:14][CH2:13][CH2:12][CH2:11]2)=[N:4][C:5]([N:19]2[C:18]([CH3:17])=[CH:22][C:21]([CH3:23])=[N:20]2)=[N:6][CH:7]=1, predict the reactants needed to synthesize it. The reactants are: [Br:1][C:2]1[C:3](Cl)=[N:4][C:5](Cl)=[N:6][CH:7]=1.[CH:10]1([NH2:16])[CH2:15][CH2:14][CH2:13][CH2:12][CH2:11]1.[CH3:17][C:18]1[CH:22]=[C:21]([CH3:23])[NH:20][N:19]=1. (3) Given the product [CH3:42][C:43]([CH3:46])([CH3:45])[CH2:44][O:7][C:6]1[CH:5]=[CH:4][C:3]([CH3:8])=[CH:2][CH:1]=1, predict the reactants needed to synthesize it. The reactants are: [CH:1]1[C:6]([OH:7])=[CH:5][CH:4]=[C:3]([CH3:8])[CH:2]=1.N(C(OC(C)C)=O)=NC(OC(C)C)=O.C1(P(C2C=CC=CC=2)C2C=CC=CC=2)C=CC=CC=1.[CH2:42](O)[C:43]([CH3:46])([CH3:45])[CH3:44]. (4) Given the product [Cl:1][C:2]1[N:3]=[C:4]([N:12]2[CH2:17][CH2:16][O:15][CH2:14][CH2:13]2)[C:5]2[S:10][C:9]([N:20]3[CH2:21][CH2:22][O:18][C:19]3=[O:23])=[CH:8][C:6]=2[N:7]=1, predict the reactants needed to synthesize it. The reactants are: [Cl:1][C:2]1[N:3]=[C:4]([N:12]2[CH2:17][CH2:16][O:15][CH2:14][CH2:13]2)[C:5]2[S:10][C:9](I)=[CH:8][C:6]=2[N:7]=1.[O:18]1[CH2:22][CH2:21][NH:20][C:19]1=[O:23].[O-]P([O-])([O-])=O.[K+].[K+].[K+].CN(C)CCN. (5) The reactants are: Cl[C:2]1[CH:11]=[CH:10][N:9]=[C:8]2[C:3]=1[CH:4]=[C:5]([C:13]([NH:15][CH2:16][C:17]1[CH:22]=[CH:21][CH:20]=[C:19]([C:23]([F:26])([F:25])[F:24])[CH:18]=1)=[O:14])[C:6]([CH3:12])=[N:7]2.[CH3:27][O-:28].[Na+]. Given the product [CH3:27][O:28][C:2]1[CH:11]=[CH:10][N:9]=[C:8]2[C:3]=1[CH:4]=[C:5]([C:13]([NH:15][CH2:16][C:17]1[CH:22]=[CH:21][CH:20]=[C:19]([C:23]([F:26])([F:25])[F:24])[CH:18]=1)=[O:14])[C:6]([CH3:12])=[N:7]2, predict the reactants needed to synthesize it. (6) Given the product [Br:1][C:2]1[CH:7]=[C:6]([O:8][C:9]2[CH:14]=[CH:13][CH:12]=[C:11]([O:15][CH3:16])[CH:10]=2)[CH:5]=[CH:4][C:3]=1[NH2:17], predict the reactants needed to synthesize it. The reactants are: [Br:1][C:2]1[CH:7]=[C:6]([O:8][C:9]2[CH:14]=[CH:13][CH:12]=[C:11]([O:15][CH3:16])[CH:10]=2)[CH:5]=[CH:4][C:3]=1[N+:17]([O-])=O.O1CCCC1.CO.[Cl-].[NH4+]. (7) Given the product [C:33]([C:26]1[CH:27]=[C:28]([C:31]#[N:32])[CH:29]=[CH:30][C:25]=1[NH:24][C:15]1[CH:16]=[C:17]([C:20]([F:22])([F:23])[F:21])[CH:18]=[CH:19][C:14]=1[NH:13][C:6]1[CH:5]=[CH:4][C:3]([C:1]#[N:2])=[CH:12][C:7]=1[C:8]([OH:10])=[O:9])([OH:35])=[O:34], predict the reactants needed to synthesize it. The reactants are: [C:1]([C:3]1[CH:4]=[CH:5][C:6]([NH:13][C:14]2[CH:19]=[CH:18][C:17]([C:20]([F:23])([F:22])[F:21])=[CH:16][C:15]=2[NH:24][C:25]2[CH:30]=[CH:29][C:28]([C:31]#[N:32])=[CH:27][C:26]=2[C:33]([O:35]C)=[O:34])=[C:7]([CH:12]=1)[C:8]([O:10]C)=[O:9])#[N:2].O[Li].O. (8) Given the product [CH3:1][O:2][C:3]1[CH:4]=[C:5]2[C:9](=[CH:10][C:11]=1[O:12][CH3:13])[NH:8][C:7]([CH3:14])=[CH:6]2, predict the reactants needed to synthesize it. The reactants are: [CH3:1][O:2][C:3]1[CH:4]=[C:5]2[C:9](=[CH:10][C:11]=1[O:12][CH3:13])[NH:8][C:7]([C:14](O)=O)=[CH:6]2.[H-].[Al+3].[Li+].[H-].[H-].[H-].O. (9) The reactants are: [NH2:1][C:2]1[C:7]([Br:8])=[CH:6][C:5]([C:9]([F:12])([F:11])[F:10])=[CH:4][C:3]=1[Br:13].O[CH:15]([CH3:19])[C:16](=O)[CH3:17].[C:20](#[N:24])[CH2:21][C:22]#[N:23]. Given the product [NH2:23][C:22]1[N:1]([C:2]2[C:3]([Br:13])=[CH:4][C:5]([C:9]([F:12])([F:10])[F:11])=[CH:6][C:7]=2[Br:8])[C:15]([CH3:19])=[C:16]([CH3:17])[C:21]=1[C:20]#[N:24], predict the reactants needed to synthesize it. (10) Given the product [F:16][CH2:15][C:10]([CH2:11][F:12])([O:9][C:6]1[CH:7]=[CH:8][C:3]([C:2]([F:17])([F:18])[F:1])=[CH:4][CH:5]=1)[C:13]#[C:14][C:31]([O:33][CH3:34])=[O:32], predict the reactants needed to synthesize it. The reactants are: [F:1][C:2]([F:18])([F:17])[C:3]1[CH:8]=[CH:7][C:6]([O:9][C:10]([CH2:15][F:16])([C:13]#[CH:14])[CH2:11][F:12])=[CH:5][CH:4]=1.CCCCCC.C([Li])CCC.Cl[C:31]([O:33][CH3:34])=[O:32].